Regression. Given a peptide amino acid sequence and an MHC pseudo amino acid sequence, predict their binding affinity value. This is MHC class I binding data. From a dataset of Peptide-MHC class I binding affinity with 185,985 pairs from IEDB/IMGT. (1) The peptide sequence is ETRSFTTHF. The MHC is HLA-B39:01 with pseudo-sequence HLA-B39:01. The binding affinity (normalized) is 0.0847. (2) The peptide sequence is NINFNNSSII. The MHC is HLA-A02:01 with pseudo-sequence HLA-A02:01. The binding affinity (normalized) is 0.0392. (3) The peptide sequence is PPQATAKYL. The MHC is HLA-A02:01 with pseudo-sequence HLA-A02:01. The binding affinity (normalized) is 0.0847.